This data is from Peptide-MHC class II binding affinity with 134,281 pairs from IEDB. The task is: Regression. Given a peptide amino acid sequence and an MHC pseudo amino acid sequence, predict their binding affinity value. This is MHC class II binding data. The MHC is DRB1_0802 with pseudo-sequence DRB1_0802. The binding affinity (normalized) is 0.395. The peptide sequence is GQDLELSWNLNGLQAY.